This data is from Forward reaction prediction with 1.9M reactions from USPTO patents (1976-2016). The task is: Predict the product of the given reaction. (1) Given the reactants [NH2:1][C:2]1[CH:10]=[CH:9][C:8]([Br:11])=[CH:7][C:3]=1[C:4]([OH:6])=O.[CH3:12][NH2:13].O.[C:15]1([CH3:25])C=CC(S(O)(=O)=O)=C[CH:16]=1.C(OCC)(OCC)(OCC)CC, predict the reaction product. The product is: [Br:11][C:8]1[CH:7]=[C:3]2[C:2](=[CH:10][CH:9]=1)[N:1]=[C:16]([CH2:15][CH3:25])[N:13]([CH3:12])[C:4]2=[O:6]. (2) The product is: [C:1]1([C:7]2[CH:19]=[CH:18][C:10]([C:11]([OH:13])=[O:12])=[C:9]([NH:20][C:21]([C:23]3[CH:24]=[N:25][CH:26]=[C:27]([N:29]4[CH:33]=[CH:32][CH:31]=[CH:30]4)[CH:28]=3)=[O:22])[CH:8]=2)[CH:6]=[CH:5][CH:4]=[CH:3][CH:2]=1. Given the reactants [C:1]1([C:7]2[CH:19]=[CH:18][C:10]([C:11]([O:13]C(C)(C)C)=[O:12])=[C:9]([NH:20][C:21]([C:23]3[CH:24]=[N:25][CH:26]=[C:27]([N:29]4[CH:33]=[CH:32][CH:31]=[CH:30]4)[CH:28]=3)=[O:22])[CH:8]=2)[CH:6]=[CH:5][CH:4]=[CH:3][CH:2]=1, predict the reaction product. (3) Given the reactants Cl[C:2]1[CH:3]=[CH:4][C:5]2[N:6]([C:8]([N+:11]([O-:13])=[O:12])=[CH:9][N:10]=2)[N:7]=1.[C:14]1(B(O)O)[CH:19]=[CH:18][CH:17]=[CH:16][CH:15]=1.[OH-].[Na+], predict the reaction product. The product is: [N+:11]([C:8]1[N:6]2[N:7]=[C:2]([C:14]3[CH:19]=[CH:18][CH:17]=[CH:16][CH:15]=3)[CH:3]=[CH:4][C:5]2=[N:10][CH:9]=1)([O-:13])=[O:12]. (4) Given the reactants Cl[C:2]1[CH:3]=[C:4]([C@@H:12]([CH2:24][CH:25]2[CH2:29][CH2:28][CH2:27][CH2:26]2)[C:13]([NH:15][C:16]2[CH:21]=[CH:20][C:19]([C:22]#[N:23])=[CH:18][N:17]=2)=[O:14])[CH:5]=[CH:6][C:7]=1[S:8]([CH3:11])(=[O:10])=[O:9].[ClH:30].[NH2:31][OH:32].C(=O)([O-])[O-].[Na+].[Na+], predict the reaction product. The product is: [Cl:30][C:6]1[CH:5]=[C:4]([C@@H:12]([CH2:24][CH:25]2[CH2:26][CH2:27][CH2:28][CH2:29]2)[C:13]([NH:15][C:16]2[CH:21]=[CH:20][C:19]([C:22](=[NH:23])[NH:31][OH:32])=[CH:18][N:17]=2)=[O:14])[CH:3]=[CH:2][C:7]=1[S:8]([CH3:11])(=[O:9])=[O:10]. (5) Given the reactants Cl.[CH2:2]1[C:5]2([CH2:9][C:8]([C@H:10]3[CH2:15][CH2:14][C@H:13]([C:16]([O:18][CH3:19])=[O:17])[CH2:12][CH2:11]3)=[N:7][O:6]2)[CH2:4][NH:3]1.[Cl:20][C:21]1[CH:26]=[C:25]([CH:27]=O)[CH:24]=[C:23]([O:29][CH2:30][CH3:31])[C:22]=1[C:32]1[CH:37]=[CH:36][C:35]([F:38])=[CH:34][CH:33]=1, predict the reaction product. The product is: [Cl:20][C:21]1[CH:26]=[C:25]([CH2:27][N:3]2[CH2:4][C:5]3([CH2:9][C:8]([C@H:10]4[CH2:11][CH2:12][C@H:13]([C:16]([O:18][CH3:19])=[O:17])[CH2:14][CH2:15]4)=[N:7][O:6]3)[CH2:2]2)[CH:24]=[C:23]([O:29][CH2:30][CH3:31])[C:22]=1[C:32]1[CH:33]=[CH:34][C:35]([F:38])=[CH:36][CH:37]=1. (6) Given the reactants [C:1]([OH:12])(=O)[C:2]1[CH:10]=[CH:9][C:5]([C:6]([OH:8])=O)=[CH:4][CH:3]=1.[NH2:13][CH2:14][CH2:15][O:16][CH2:17][CH2:18][O:19][CH2:20][CH2:21][O:22][CH2:23][CH2:24][NH:25][S:26]([C:29]1[CH:34]=[CH:33][C:32]([CH:35]2[C:44]3[C:39](=[C:40]([Cl:46])[CH:41]=[C:42]([Cl:45])[CH:43]=3)[CH2:38][N:37]([CH3:47])[CH2:36]2)=[CH:31][CH:30]=1)(=[O:28])=[O:27], predict the reaction product. The product is: [Cl:45][C:42]1[CH:43]=[C:44]2[C:39](=[C:40]([Cl:46])[CH:41]=1)[CH2:38][N:37]([CH3:47])[CH2:36][CH:35]2[C:32]1[CH:31]=[CH:30][C:29]([S:26]([NH:25][CH2:24][CH2:23][O:22][CH2:21][CH2:20][O:19][CH2:18][CH2:17][O:16][CH2:15][CH2:14][NH:13][C:6](=[O:8])[C:5]2[CH:4]=[CH:3][C:2]([C:1]([NH:13][CH2:14][CH2:15][O:16][CH2:17][CH2:18][O:19][CH2:20][CH2:21][O:22][CH2:23][CH2:24][NH:25][S:26]([C:29]3[CH:30]=[CH:31][C:32]([CH:35]4[C:44]5[C:39](=[C:40]([Cl:46])[CH:41]=[C:42]([Cl:45])[CH:43]=5)[CH2:38][N:37]([CH3:47])[CH2:36]4)=[CH:33][CH:34]=3)(=[O:28])=[O:27])=[O:12])=[CH:10][CH:9]=2)(=[O:28])=[O:27])=[CH:34][CH:33]=1. (7) Given the reactants [NH:1]1[C:9]2[CH2:8][CH2:7][CH2:6][CH2:5][C:4]=2[C:3]([CH2:10]O)=[N:2]1.C1CCN2C(=NCCC2)CC1.C1C=CC(P([N:37]=[N+:38]=[N-:39])(C2C=CC=CC=2)=O)=CC=1, predict the reaction product. The product is: [N:37]([CH2:10][C:3]1[C:4]2[CH2:5][CH2:6][CH2:7][CH2:8][C:9]=2[NH:1][N:2]=1)=[N+:38]=[N-:39]. (8) Given the reactants C(=O)([O-])[O-].[K+].[K+].I[CH:8]([CH3:10])[CH3:9].[Br:11][C:12]1[CH:17]=[CH:16][C:15]([OH:18])=[C:14]([CH2:19][CH3:20])[CH:13]=1, predict the reaction product. The product is: [Br:11][C:12]1[CH:17]=[CH:16][C:15]([O:18][CH:8]([CH3:10])[CH3:9])=[C:14]([CH2:19][CH3:20])[CH:13]=1. (9) Given the reactants [C:1]([N:4]1[C:13]2[C:8](=[CH:9][C:10]([C:14]([O:16]CC)=[O:15])=[CH:11][CH:12]=2)[C@H:7]([NH:19][C:20]2[N:25]=[C:24]([CH3:26])[CH:23]=[CH:22][N:21]=2)[C@@H:6]([CH3:27])[C@@H:5]1[CH2:28][CH3:29])(=[O:3])[CH3:2].[OH-].[Li+].Cl.CO.C(Cl)Cl, predict the reaction product. The product is: [C:1]([N:4]1[C:13]2[C:8](=[CH:9][C:10]([C:14]([OH:16])=[O:15])=[CH:11][CH:12]=2)[C@H:7]([NH:19][C:20]2[N:25]=[C:24]([CH3:26])[CH:23]=[CH:22][N:21]=2)[C@@H:6]([CH3:27])[C@@H:5]1[CH2:28][CH3:29])(=[O:3])[CH3:2].